Dataset: Reaction yield outcomes from USPTO patents with 853,638 reactions. Task: Predict the reaction yield, written as a fraction of the theoretical maximum amount of product (1.0 means a 100% yield; for example, 0.34 means a 34% yield). (1) The yield is 0.880. The product is [NH2:19][C:18]1[N:11]([C:8]2[CH:9]=[CH:10][C:5]([C:4]([O:3][CH2:1][CH3:2])=[O:13])=[CH:6][CH:7]=2)[N:12]=[C:16]([CH:15]([CH3:21])[CH3:14])[CH:17]=1. No catalyst specified. The reactants are [CH2:1]([O:3][C:4](=[O:13])[C:5]1[CH:10]=[CH:9][C:8]([NH:11][NH2:12])=[CH:7][CH:6]=1)[CH3:2].[CH3:14][CH:15]([CH3:21])[C:16](=O)[CH2:17][C:18]#[N:19]. (2) The reactants are [H][H].C([N:10](CC1C=CC=CC=1)[C@@H:11]([CH2:26][C:27]1[CH:32]=[CH:31][CH:30]=[CH:29][CH:28]=1)[C@@H:12]([C@H:14]1[CH2:18][CH2:17][CH2:16][N:15]1[C:19]([O:21][C:22]([CH3:25])([CH3:24])[CH3:23])=[O:20])[OH:13])C1C=CC=CC=1. The catalyst is CO.[OH-].[OH-].[Pd+2]. The product is [NH2:10][C@@H:11]([CH2:26][C:27]1[CH:28]=[CH:29][CH:30]=[CH:31][CH:32]=1)[C@@H:12]([C@H:14]1[CH2:18][CH2:17][CH2:16][N:15]1[C:19]([O:21][C:22]([CH3:24])([CH3:23])[CH3:25])=[O:20])[OH:13]. The yield is 0.990. (3) The yield is 0.470. The product is [CH3:17][O:16][C:10]1[CH:15]=[CH:14][C:13]([C:1]([C:2]2[CH:7]=[CH:6][CH:5]=[CH:4][CH:3]=2)=[O:8])=[CH:12][CH:11]=1. The reactants are [C:1](Cl)(=[O:8])[C:2]1[CH:7]=[CH:6][CH:5]=[CH:4][CH:3]=1.[C:10]1([O:16][CH3:17])[CH:15]=[CH:14][CH:13]=[CH:12][CH:11]=1. No catalyst specified. (4) The reactants are [NH2:1][C@@H:2]([CH2:21][CH:22]([CH3:24])[CH3:23])[C:3]([N:5]1[CH2:10][CH2:9][N:8]([C:11]2[CH:12]=[CH:13][C:14]3[N:15]([C:17](Br)=[CH:18][N:19]=3)[N:16]=2)[CH2:7][CH2:6]1)=[O:4].[CH3:25][O:26][C:27]1[C:32](B(O)O)=[CH:31][CH:30]=[CH:29][N:28]=1.C([O-])([O-])=O.[K+].[K+].CC#N. The catalyst is CCOC(C)=O.C1C=CC(P(C2C=CC=CC=2)[C-]2C=CC=C2)=CC=1.C1C=CC(P(C2C=CC=CC=2)[C-]2C=CC=C2)=CC=1.Cl[Pd]Cl.[Fe+2].O. The product is [NH2:1][C@@H:2]([CH2:21][CH:22]([CH3:24])[CH3:23])[C:3]([N:5]1[CH2:10][CH2:9][N:8]([C:11]2[CH:12]=[CH:13][C:14]3[N:15]([C:17]([C:32]4[C:27]([O:26][CH3:25])=[N:28][CH:29]=[CH:30][CH:31]=4)=[CH:18][N:19]=3)[N:16]=2)[CH2:7][CH2:6]1)=[O:4]. The yield is 0.610. (5) The reactants are [CH2:1]1[O:24][C:23]2[CH:22]=[CH:21][C:5]([CH2:6][CH2:7][C:8]3[S:9][CH:10]=[CH:11][C:12]=3[S:13](N3C=CC=C3)(=[O:15])=[O:14])=[CH:4][C:3]=2[O:2]1.[K].S(Cl)([Cl:29])(=O)=O. No catalyst specified. The product is [Cl:29][S:13]([C:12]1[CH:11]=[CH:10][S:9][C:8]=1[CH2:7][CH2:6][C:5]1[CH:21]=[CH:22][C:23]2[O:24][CH2:1][O:2][C:3]=2[CH:4]=1)(=[O:15])=[O:14]. The yield is 0.420. (6) The reactants are [Cl:1][C:2]1[C:25]([F:26])=[CH:24][CH:23]=[C:22]([F:27])[C:3]=1[CH2:4][N:5]1[CH2:10][CH2:9][NH:8][C:7]2[N:11]=[CH:12][C:13]([C:15]3[CH:20]=[CH:19][N:18]=[C:17](Cl)[CH:16]=3)=[CH:14][C:6]1=2.[CH3:28][N:29]1[CH2:34][CH2:33][N:32](C2C=C(B3OC(C)(C)C(C)(C)O3)C=CN=2)[CH2:31][CH2:30]1. No catalyst specified. The product is [Cl:1][C:2]1[C:25]([F:26])=[CH:24][CH:23]=[C:22]([F:27])[C:3]=1[CH2:4][N:5]1[CH2:10][CH2:9][NH:8][C:7]2[N:11]=[CH:12][C:13]([C:15]3[CH:20]=[CH:19][N:18]=[C:17]([N:32]4[CH2:33][CH2:34][N:29]([CH3:28])[CH2:30][CH2:31]4)[CH:16]=3)=[CH:14][C:6]1=2. The yield is 0.150. (7) The yield is 0.820. The reactants are [Cl:1][C:2]1[CH:3]=[C:4]([C:14]([OH:16])=O)[S:5][C:6]=1[C:7]1[N:11]([CH3:12])[N:10]=[CH:9][C:8]=1[Cl:13].[NH2:17][C@@H:18]([CH2:31][C:32]1[CH:37]=[CH:36][CH:35]=[CH:34][C:33]=1[C:38]([F:41])([F:40])[F:39])[CH2:19][N:20]1[C:28](=[O:29])[C:27]2[C:22](=[CH:23][CH:24]=[CH:25][CH:26]=2)[C:21]1=[O:30].C(N(C(C)C)CC)(C)C.C1CN([P+](Br)(N2CCCC2)N2CCCC2)CC1.F[P-](F)(F)(F)(F)F. The catalyst is C(Cl)Cl. The product is [Cl:1][C:2]1[CH:3]=[C:4]([C:14]([NH:17][C@@H:18]([CH2:31][C:32]2[CH:37]=[CH:36][CH:35]=[CH:34][C:33]=2[C:38]([F:41])([F:39])[F:40])[CH2:19][N:20]2[C:28](=[O:29])[C:27]3[C:22](=[CH:23][CH:24]=[CH:25][CH:26]=3)[C:21]2=[O:30])=[O:16])[S:5][C:6]=1[C:7]1[N:11]([CH3:12])[N:10]=[CH:9][C:8]=1[Cl:13]. (8) The catalyst is C1COCC1. The reactants are [CH:1]1([CH2:4][OH:5])[CH2:3][CH2:2]1.[H-].[Na+].I[CH2:9][Sn:10]([CH2:19][CH2:20][CH2:21][CH3:22])([CH2:15][CH2:16][CH2:17][CH3:18])[CH2:11][CH2:12][CH2:13][CH3:14]. The product is [CH2:19]([Sn:10]([CH2:11][CH2:12][CH2:13][CH3:14])([CH2:15][CH2:16][CH2:17][CH3:18])[CH2:9][O:5][CH2:4][CH:1]1[CH2:3][CH2:2]1)[CH2:20][CH2:21][CH3:22]. The yield is 0.300. (9) The reactants are Cl[Si](C)(C)C.[I-].[Na+].C[O:9][C:10]1[CH:15]=[CH:14][N:13]=[C:12]([C:16]2[CH:17]=[N:18][N:19]3[CH:24]=[CH:23][C:22]([C:25]#[N:26])=[CH:21][C:20]=23)[N:11]=1. The catalyst is C(#N)C. The product is [OH:9][C:10]1[CH:15]=[CH:14][N:13]=[C:12]([C:16]2[CH:17]=[N:18][N:19]3[CH:24]=[CH:23][C:22]([C:25]#[N:26])=[CH:21][C:20]=23)[N:11]=1. The yield is 1.00. (10) The reactants are [CH3:1][C:2]1[CH:3]=[C:4](I)[CH:5]=[C:6]([CH3:8])[CH:7]=1.[OH-:10].[Cs+]. The catalyst is ClCCl.CCCCCCC. The product is [CH3:1][C:2]1[CH:3]=[C:4]([OH:10])[CH:5]=[C:6]([CH3:8])[CH:7]=1. The yield is 0.960.